From a dataset of Full USPTO retrosynthesis dataset with 1.9M reactions from patents (1976-2016). Predict the reactants needed to synthesize the given product. (1) Given the product [NH2:1][C:2]1[C:3]2[N:4]([C:8]([C@@H:12]3[O:17][CH2:16][C@H:15]4[CH2:18][CH2:19][C:20](=[O:21])[N:14]4[CH2:13]3)=[N:9][C:10]=2[C:42]2[CH:41]=[CH:40][C:26]([C:27]([NH:29][C:30]3[CH:35]=[C:34]([C:36]([F:39])([F:37])[F:38])[CH:33]=[CH:32][N:31]=3)=[O:28])=[CH:25][C:24]=2[O:23][CH3:22])[CH:5]=[CH:6][N:7]=1, predict the reactants needed to synthesize it. The reactants are: [NH2:1][C:2]1[C:3]2[N:4]([C:8]([C@@H:12]3[O:17][CH2:16][C@H:15]4[CH2:18][CH2:19][C:20](=[O:21])[N:14]4[CH2:13]3)=[N:9][C:10]=2Br)[CH:5]=[CH:6][N:7]=1.[CH3:22][O:23][C:24]1[CH:25]=[C:26]([CH:40]=[CH:41][C:42]=1B1OC(C)(C)C(C)(C)O1)[C:27]([NH:29][C:30]1[CH:35]=[C:34]([C:36]([F:39])([F:38])[F:37])[CH:33]=[CH:32][N:31]=1)=[O:28]. (2) Given the product [ClH:28].[Br:1][C:74]1[CH:73]=[CH:72][C:38]([O:39][C:40]2[CH:45]=[CH:44][CH:43]=[CH:42][C:41]=2[NH:46][S:47]([C:50]2[CH:71]=[CH:70][C:53]([C:54]([NH:56][CH2:58][CH2:59][CH2:64][CH:63]3[CH2:67][CH2:68][NH:69][CH2:65][CH2:62]3)=[O:55])=[CH:52][CH:51]=2)(=[O:49])=[O:48])=[C:37]([Cl:36])[CH:75]=1, predict the reactants needed to synthesize it. The reactants are: [Br:1]C1C=CC(OC2C=CC=CC=2NS(C2C=CC(C(O)=O)=CC=2)(=O)=O)=C([Cl:28])C=1.FC(F)(F)C(O)=O.[Cl:36][C:37]1[CH:75]=[C:74](Cl)[CH:73]=[CH:72][C:38]=1[O:39][C:40]1[CH:45]=[CH:44][CH:43]=[CH:42][C:41]=1[NH:46][S:47]([C:50]1[CH:71]=[CH:70][C:53]([C:54]([N:56]([CH2:58][C:59]2[CH:64]=[CH:63][C:62]([C:65]3N[CH2:67][CH2:68][N:69]=3)=CC=2)C)=[O:55])=[CH:52][CH:51]=1)(=[O:49])=[O:48].CN(C(ON1N=NC2C=CC=CC1=2)=[N+](C)C)C.F[P-](F)(F)(F)(F)F.C(N(CC)CC)C. (3) Given the product [Cl:18][C:19]1[CH:24]=[CH:23][C:22]([N:9]2[C:10]([CH3:13])([CH3:12])[CH2:11][C:5]3=[N:4][N:3]=[C:2]([CH3:1])[N:6]3[C:7]3[CH:17]=[CH:16][CH:15]=[CH:14][C:8]2=3)=[CH:21][CH:20]=1, predict the reactants needed to synthesize it. The reactants are: [CH3:1][C:2]1[N:6]2[C:7]3[CH:17]=[CH:16][CH:15]=[CH:14][C:8]=3[NH:9][C:10]([CH3:13])([CH3:12])[CH2:11][C:5]2=[N:4][N:3]=1.[Cl:18][C:19]1[CH:24]=[CH:23][C:22](I)=[CH:21][CH:20]=1.CC(OC1C=CC=C(OC(C)C)C=1C1C(P(C2CCCCC2)C2CCCCC2)=CC=CC=1)C.CC([O-])(C)C.[Na+]. (4) The reactants are: Cl.[N:2]1[CH:7]=[CH:6][CH:5]=[CH:4][C:3]=1[C:8](Cl)=[O:9].ClC1C(C(F)(F)F)=C[N:15]=C2NC=C(N)C=12. Given the product [N:2]1[CH:7]=[CH:6][CH:5]=[CH:4][C:3]=1[C:8]([NH2:15])=[O:9], predict the reactants needed to synthesize it. (5) The reactants are: [F:1][C:2]([F:26])([F:25])[C:3]1[N:8]2[N:9]=[CH:10][C:11]([C:12](O)=O)=[C:7]2[N:6]=[C:5]([C:15]2[CH:20]=[CH:19][CH:18]=[C:17]([C:21]([F:24])([F:23])[F:22])[CH:16]=2)[CH:4]=1.[OH:27][NH:28][C:29](=[NH:40])[C:30]1[CH:35]=[CH:34][CH:33]=[C:32]([S:36](=[O:39])(=[O:38])[NH2:37])[CH:31]=1. Given the product [F:26][C:2]([F:1])([F:25])[C:3]1[N:8]2[N:9]=[CH:10][C:11]([C:12]3[O:27][N:28]=[C:29]([C:30]4[CH:31]=[C:32]([S:36]([NH2:37])(=[O:38])=[O:39])[CH:33]=[CH:34][CH:35]=4)[N:40]=3)=[C:7]2[N:6]=[C:5]([C:15]2[CH:20]=[CH:19][CH:18]=[C:17]([C:21]([F:24])([F:23])[F:22])[CH:16]=2)[CH:4]=1, predict the reactants needed to synthesize it. (6) The reactants are: I[CH2:2][CH2:3][O:4][NH:5][C:6](=[O:12])[O:7][C:8]([CH3:11])([CH3:10])[CH3:9].[CH3:13][S:14]([O-:16])=[O:15].[Na+].N1C=CC=CC=1.O. Given the product [CH3:13][S:14]([CH2:2][CH2:3][O:4][NH:5][C:6](=[O:12])[O:7][C:8]([CH3:11])([CH3:10])[CH3:9])(=[O:16])=[O:15], predict the reactants needed to synthesize it. (7) Given the product [C:1]([C:3]1([NH:6][C:7]([C@@H:9]2[CH2:13][C@@H:12]([S:14]([C:17]3[CH:22]=[CH:21][C:20]([N:35]4[CH:39]=[CH:38][CH:37]=[N:36]4)=[CH:19][C:18]=3[Cl:24])(=[O:16])=[O:15])[CH2:11][N:10]2[C:25]2[N:26]([CH:31]3[CH2:34][CH2:33][CH2:32]3)[N:27]=[C:28]([CH3:30])[CH:29]=2)=[O:8])[CH2:5][CH2:4]1)#[N:2], predict the reactants needed to synthesize it. The reactants are: [C:1]([C:3]1([NH:6][C:7]([C@@H:9]2[CH2:13][C@@H:12]([S:14]([C:17]3[CH:22]=[CH:21][C:20](F)=[CH:19][C:18]=3[Cl:24])(=[O:16])=[O:15])[CH2:11][N:10]2[C:25]2[N:26]([CH:31]3[CH2:34][CH2:33][CH2:32]3)[N:27]=[C:28]([CH3:30])[CH:29]=2)=[O:8])[CH2:5][CH2:4]1)#[N:2].[NH:35]1[CH:39]=[CH:38][CH:37]=[N:36]1. (8) Given the product [C:5]([O:9][C:10]([N:12]1[CH2:16][C@@H:15]([CH3:17])[CH2:14][C@H:13]1[C:18]([OH:1])=[O:19])=[O:11])([CH3:7])([CH3:8])[CH3:6], predict the reactants needed to synthesize it. The reactants are: [O-:1]Cl=O.[Na+].[C:5]([O:9][C:10]([N:12]1[CH2:16][C@@H:15]([CH3:17])[CH2:14][C@H:13]1[CH2:18][OH:19])=[O:11])([CH3:8])([CH3:7])[CH3:6].CC1(C)N([O])C(C)(C)CCC1. (9) Given the product [CH2:1]([O:3][C:4](=[O:18])[NH:5][C:6]1[C:7]([C:24]#[C:23][Si:19]([CH3:22])([CH3:21])[CH3:20])=[CH:8][CH:9]=[CH:10][C:11]=1[O:12][C:13]([F:16])([F:15])[F:14])[CH3:2], predict the reactants needed to synthesize it. The reactants are: [CH2:1]([O:3][C:4](=[O:18])[NH:5][C:6]1[C:11]([O:12][C:13]([F:16])([F:15])[F:14])=[CH:10][CH:9]=[CH:8][C:7]=1I)[CH3:2].[Si:19]([C:23]#[CH:24])([CH3:22])([CH3:21])[CH3:20].